From a dataset of Full USPTO retrosynthesis dataset with 1.9M reactions from patents (1976-2016). Predict the reactants needed to synthesize the given product. (1) The reactants are: [CH:1]1([C:4]2[CH:5]=[CH:6][C:7]([NH:14][C:15]3[CH:16]=[C:17]4[C:21](=[CH:22][CH:23]=3)[N:20]([CH2:24][C:25]3[CH:30]=[CH:29][C:28]([N:31]5[CH2:36][CH2:35][O:34][CH2:33][CH2:32]5)=[CH:27][CH:26]=3)[CH:19]=[CH:18]4)=[C:8]([CH:13]=2)[C:9]([O:11]C)=[O:10])[CH2:3][CH2:2]1.[OH-].[Na+].Cl.P([O-])([O-])(O)=O.[K+].[K+]. Given the product [CH:1]1([C:4]2[CH:5]=[CH:6][C:7]([NH:14][C:15]3[CH:16]=[C:17]4[C:21](=[CH:22][CH:23]=3)[N:20]([CH2:24][C:25]3[CH:30]=[CH:29][C:28]([N:31]5[CH2:32][CH2:33][O:34][CH2:35][CH2:36]5)=[CH:27][CH:26]=3)[CH:19]=[CH:18]4)=[C:8]([CH:13]=2)[C:9]([OH:11])=[O:10])[CH2:3][CH2:2]1, predict the reactants needed to synthesize it. (2) Given the product [F:1][C:2]1[CH:3]=[C:4]([CH:7]=[C:8]([C:10]([F:11])([F:12])[F:13])[CH:9]=1)[CH2:5][NH:6][C:25](=[O:26])[CH:24]([C:19]1[CH:20]=[CH:21][CH:22]=[C:23]2[C:18]=1[CH:17]=[CH:16][N:15]=[CH:14]2)[CH3:28], predict the reactants needed to synthesize it. The reactants are: [F:1][C:2]1[CH:3]=[C:4]([CH:7]=[C:8]([C:10]([F:13])([F:12])[F:11])[CH:9]=1)[CH2:5][NH2:6].[CH:14]1[C:23]2[C:18](=[C:19]([CH:24]([CH3:28])[C:25](O)=[O:26])[CH:20]=[CH:21][CH:22]=2)[CH:17]=[CH:16][N:15]=1.C1C2C(=C(CC(O)=O)C=CC=2)C=CN=1. (3) Given the product [F:13][C:3]1[C:2]([N:1]([S:27]([C:20]2[CH:19]=[CH:23][CH:22]=[CH:21][CH:26]=2)(=[O:29])=[O:28])[S:27]([C:21]2[CH:26]=[CH:25][CH:24]=[CH:23][CH:22]=2)(=[O:29])=[O:28])=[CH:11][CH:10]=[C:9]([F:12])[C:4]=1[C:5]([O:7][CH3:8])=[O:6], predict the reactants needed to synthesize it. The reactants are: [NH2:1][C:2]1[C:3]([F:13])=[C:4]([C:9]([F:12])=[CH:10][CH:11]=1)[C:5]([O:7][CH3:8])=[O:6].C(N([CH2:19][CH3:20])CC)C.[C:21]1([S:27](Cl)(=[O:29])=[O:28])[CH:26]=[CH:25][CH:24]=[CH:23][CH:22]=1.